From a dataset of TCR-epitope binding with 47,182 pairs between 192 epitopes and 23,139 TCRs. Binary Classification. Given a T-cell receptor sequence (or CDR3 region) and an epitope sequence, predict whether binding occurs between them. (1) The epitope is GLNKIVRMY. Result: 1 (the TCR binds to the epitope). The TCR CDR3 sequence is CASSQGLAGDEQFF. (2) The epitope is YIFFASFYY. The TCR CDR3 sequence is CASSFAVELFF. Result: 1 (the TCR binds to the epitope). (3) The epitope is AVFDRKSDAK. The TCR CDR3 sequence is CASSIVPAETQYF. Result: 1 (the TCR binds to the epitope). (4) The epitope is VLWAHGFEL. The TCR CDR3 sequence is CASSMGGNQYF. Result: 1 (the TCR binds to the epitope).